From a dataset of Full USPTO retrosynthesis dataset with 1.9M reactions from patents (1976-2016). Predict the reactants needed to synthesize the given product. (1) Given the product [CH3:12][C:13]1[CH:19]=[C:18]([CH3:20])[CH:17]=[CH:16][C:14]=1[NH:15][C:2]1[CH:11]=[CH:10][C:9]2[C:4](=[CH:5][CH:6]=[CH:7][CH:8]=2)[CH:3]=1, predict the reactants needed to synthesize it. The reactants are: Br[C:2]1[CH:11]=[CH:10][C:9]2[C:4](=[CH:5][CH:6]=[CH:7][CH:8]=2)[CH:3]=1.[CH3:12][C:13]1[CH:19]=[C:18]([CH3:20])[CH:17]=[CH:16][C:14]=1[NH2:15].C(=O)([O-])[O-].[Cs+].[Cs+].C1C=CC(P(C2C(C3C(P(C4C=CC=CC=4)C4C=CC=CC=4)=CC=C4C=3C=CC=C4)=C3C(C=CC=C3)=CC=2)C2C=CC=CC=2)=CC=1. (2) Given the product [CH2:9]([O:16][CH2:36][C@H:37]([CH2:38][O:32][CH3:30])[O:46][Si:5]([C:2]([CH3:4])([CH3:3])[CH3:1])([CH3:7])[CH3:6])[C:10]1[CH:11]=[CH:12][CH:13]=[CH:14][CH:15]=1, predict the reactants needed to synthesize it. The reactants are: [CH3:1][C:2]([Si:5](Cl)([CH3:7])[CH3:6])([CH3:4])[CH3:3].[CH2:9]([O:16]OC[C@H](COOC)O)[C:10]1[CH:15]=[CH:14][CH:13]=[CH:12][CH:11]=1.N1C=CN=C1.[C:30](OCC)(=[O:32])C.[CH3:36][CH2:37][CH2:38]CCC.CN(C=[O:46])C. (3) Given the product [CH3:1][C:2]1[CH:3]=[CH:4][C:5]([C:21]([NH:23][C:24]2[CH:25]=[C:26]([C:36]([F:38])([F:39])[F:37])[CH:27]=[C:28]([N:30]3[CH:34]=[N:33][C:32]([CH3:35])=[CH:31]3)[CH:29]=2)=[O:22])=[CH:6][C:7]=1[NH:8][C:9]1[N:10]=[CH:11][CH:12]=[C:13]([C:15]2[CH:16]=[CH:17][CH:18]=[N:19][CH:20]=2)[N:14]=1.[C:40]([O-:43])(=[O:42])[CH3:41], predict the reactants needed to synthesize it. The reactants are: [CH3:1][C:2]1[CH:3]=[CH:4][C:5]([C:21]([NH:23][C:24]2[CH:25]=[C:26]([C:36]([F:39])([F:38])[F:37])[CH:27]=[C:28]([N:30]3[CH:34]=[N:33][C:32]([CH3:35])=[CH:31]3)[CH:29]=2)=[O:22])=[CH:6][C:7]=1[NH:8][C:9]1[N:10]=[CH:11][CH:12]=[C:13]([C:15]2[CH:16]=[CH:17][CH:18]=[N:19][CH:20]=2)[N:14]=1.[C:40]([OH:43])(=[O:42])[CH3:41]. (4) Given the product [CH:19]1([C:2]2[C:3]([C:8]3[CH:13]=[CH:12][C:11]([CH2:14][C:15]([O:17][CH3:18])=[O:16])=[CH:10][CH:9]=3)=[N:4][CH:5]=[CH:6][N:7]=2)[CH2:21][CH2:20]1, predict the reactants needed to synthesize it. The reactants are: Cl[C:2]1[C:3]([C:8]2[CH:13]=[CH:12][C:11]([CH2:14][C:15]([O:17][CH3:18])=[O:16])=[CH:10][CH:9]=2)=[N:4][CH:5]=[CH:6][N:7]=1.[CH:19]1(B(O)O)[CH2:21][CH2:20]1.C1(P(C2CCCCC2)C2CCCCC2)CCCCC1.P([O-])([O-])([O-])=O.[K+].[K+].[K+].